This data is from Forward reaction prediction with 1.9M reactions from USPTO patents (1976-2016). The task is: Predict the product of the given reaction. (1) Given the reactants [NH2:1][C:2]1[CH:10]=[CH:9][C:5]([C:6]([OH:8])=[O:7])=[CH:4][C:3]=1[C:11]([OH:13])=O.[CH:14]([NH2:16])=O, predict the reaction product. The product is: [O:13]=[C:11]1[C:3]2[C:2](=[CH:10][CH:9]=[C:5]([C:6]([OH:8])=[O:7])[CH:4]=2)[N:1]=[CH:14][NH:16]1. (2) Given the reactants [Cl:1][C:2]1[CH:3]=[C:4]([O:12][C:13]2[CH:18]=[CH:17][C:16]([CH2:19][CH2:20][OH:21])=[CH:15][CH:14]=2)[CH:5]=[C:6]([C:8]([F:11])([F:10])[F:9])[CH:7]=1.[N:22]#[C:23][NH2:24].OS(C(F)(F)F)(=O)=O, predict the reaction product. The product is: [C:23](=[NH:22])([O:21][CH2:20][CH2:19][C:16]1[CH:17]=[CH:18][C:13]([O:12][C:4]2[CH:5]=[C:6]([C:8]([F:11])([F:10])[F:9])[CH:7]=[C:2]([Cl:1])[CH:3]=2)=[CH:14][CH:15]=1)[NH2:24]. (3) Given the reactants O[CH:2]=[C:3]1[C:11]2[C:6](=[CH:7][CH:8]=[C:9]([CH2:12][C:13]3[CH:18]=[CH:17][C:16]([NH:19][C:20]([C:22]4[N:23]([CH2:28][CH3:29])[N:24]=[C:25]([CH3:27])[CH:26]=4)=[O:21])=[CH:15][CH:14]=3)[CH:10]=2)[NH:5][C:4]1=[O:30].C1COCC1.[CH3:36][N:37]1[CH2:42][CH2:41][N:40]([C:43]2[CH:48]=[CH:47][C:46]([NH2:49])=[CH:45][CH:44]=2)[CH2:39][CH2:38]1, predict the reaction product. The product is: [CH3:36][N:37]1[CH2:38][CH2:39][N:40]([C:43]2[CH:48]=[CH:47][C:46]([NH:49][CH:2]=[C:3]3[C:11]4[C:6](=[CH:7][CH:8]=[C:9]([CH2:12][C:13]5[CH:14]=[CH:15][C:16]([NH:19][C:20]([C:22]6[N:23]([CH2:28][CH3:29])[N:24]=[C:25]([CH3:27])[CH:26]=6)=[O:21])=[CH:17][CH:18]=5)[CH:10]=4)[NH:5][C:4]3=[O:30])=[CH:45][CH:44]=2)[CH2:41][CH2:42]1. (4) The product is: [CH3:1][O:2][C:3]1[CH:16]=[C:15]([O:17][CH3:18])[CH:14]=[CH:13][C:4]=1[CH2:5][N:6]1[C:7](=[O:12])[C:8]2[C:21]([OH:20])=[C:23]3[C:28]([CH:27]=[CH:26][CH:25]=[N:24]3)=[C:29]([OH:30])[C:9]=2[C:10]1=[O:11]. Given the reactants [CH3:1][O:2][C:3]1[CH:16]=[C:15]([O:17][CH3:18])[CH:14]=[CH:13][C:4]=1[CH2:5][N:6]1[C:10](=[O:11])[CH2:9][CH2:8][C:7]1=[O:12].C[O:20][C:21]([C:23]1[C:28]([C:29](OC)=[O:30])=[CH:27][CH:26]=[CH:25][N:24]=1)=O.[H-].[Na+].Cl, predict the reaction product. (5) Given the reactants [CH:1]1([CH:6]=[CH:7][C:8]([C:10]2[CH:19]=[CH:18][C:13]([C:14]([O:16][CH3:17])=[O:15])=[CH:12][N:11]=2)=O)[CH2:5][CH2:4][CH2:3][CH2:2]1.[Cl:20][C:21]1[CH:28]=[C:27]([NH:29][NH2:30])[CH:26]=[CH:25][C:22]=1[C:23]#[N:24], predict the reaction product. The product is: [Cl:20][C:21]1[CH:28]=[C:27]([N:29]2[CH:6]([CH:1]3[CH2:5][CH2:4][CH2:3][CH2:2]3)[CH2:7][C:8]([C:10]3[CH:19]=[CH:18][C:13]([C:14]([O:16][CH3:17])=[O:15])=[CH:12][N:11]=3)=[N:30]2)[CH:26]=[CH:25][C:22]=1[C:23]#[N:24]. (6) Given the reactants CN(C=O)C.[NH2:6][C:7]1[C:16]2[N:17]=[C:18]([CH2:25][O:26][CH2:27][CH3:28])[N:19]([CH2:20][C:21]([OH:24])([CH3:23])[CH3:22])[C:15]=2[C:14]2[CH:13]=[CH:12][C:11]([CH2:29][CH2:30][C:31](O)=[O:32])=[CH:10][C:9]=2[N:8]=1.ON1C2C=CC=CC=2N=N1.[NH:44]1[CH2:49][CH2:48][O:47][CH2:46][CH2:45]1, predict the reaction product. The product is: [NH2:6][C:7]1[C:16]2[N:17]=[C:18]([CH2:25][O:26][CH2:27][CH3:28])[N:19]([CH2:20][C:21]([CH3:23])([OH:24])[CH3:22])[C:15]=2[C:14]2[CH:13]=[CH:12][C:11]([CH2:29][CH2:30][C:31]([N:44]3[CH2:49][CH2:48][O:47][CH2:46][CH2:45]3)=[O:32])=[CH:10][C:9]=2[N:8]=1. (7) Given the reactants I[C:2]1[C:15]2[CH:14]=[CH:13][C:12]3[C:7](=[CH:8][CH:9]=[CH:10][CH:11]=3)[C:6]=2[CH:5]=[CH:4][CH:3]=1.[Si:16]([O:23][CH2:24][C:25]1[CH:26]=[C:27](B(O)O)[CH:28]=[C:29]([CH2:31][O:32][Si:33]([C:36]([CH3:39])([CH3:38])[CH3:37])([CH3:35])[CH3:34])[CH:30]=1)([C:19]([CH3:22])([CH3:21])[CH3:20])([CH3:18])[CH3:17].[OH-].[Na+].CCOC(C)=O, predict the reaction product. The product is: [Si:16]([O:23][CH2:24][C:25]1[CH:26]=[C:27]([C:9]2[CH:8]=[C:7]3[C:12](=[CH:11][CH:10]=2)[CH:13]=[CH:14][C:15]2[CH:2]=[CH:3][CH:4]=[CH:5][C:6]3=2)[CH:28]=[C:29]([CH2:31][O:32][Si:33]([C:36]([CH3:39])([CH3:38])[CH3:37])([CH3:35])[CH3:34])[CH:30]=1)([C:19]([CH3:22])([CH3:21])[CH3:20])([CH3:18])[CH3:17].